This data is from Orexin1 receptor HTS with 218,158 compounds and 233 confirmed actives. The task is: Binary Classification. Given a drug SMILES string, predict its activity (active/inactive) in a high-throughput screening assay against a specified biological target. (1) The compound is Clc1c(CN(C2CCCC2)C(=S)NCC(O)=O)cccc1. The result is 0 (inactive). (2) The compound is S(=O)(=O)(N1CCC(CC1)c1[nH]c2c(n1)cccc2)c1ccc(NC(=O)CCC)cc1. The result is 0 (inactive). (3) The compound is S(=O)(=O)(NCc1ccc(C(=O)N2CCCCC2)cc1)c1c(c(cc(c1C)C)C)C. The result is 0 (inactive). (4) The molecule is Brc1cc2c(c(oc2cc1)C(=O)N1CCN(CC1)c1c(OC)cccc1)C. The result is 0 (inactive). (5) The compound is S(=O)(=O)(Nc1ccc(S(=O)(=O)N)cc1)c1ccc(NC(=S)Nc2ccccc2)cc1. The result is 0 (inactive).